From a dataset of Experimentally validated miRNA-target interactions with 360,000+ pairs, plus equal number of negative samples. Binary Classification. Given a miRNA mature sequence and a target amino acid sequence, predict their likelihood of interaction. (1) The miRNA is mmu-miR-467d-3p with sequence AUAUACAUACACACACCUACAC. The protein sequence of the target gene is MDGPTRGHGLRKKRRSRSQRDRERRSRGGLGAGAAGGGGAGRTRALSLASSSGSDKEDNGKPPSSAPSRPRPPRRKRRESTSAEEDIIDGFAMTSFVTFEALEKDVALKPQERVEKRQTPLTKKKREALTNGLSFHSKKSRLSHPHHYSSDRENDRNLCQHLGKRKKMPKALRQLKPGQNSCRDSDSESASGESKGFHRSSSRERLSDSSAPSSLGTGYFCDSDSDQEEKASDASSEKLFNTVIVNKDPELGVGTLPEHDSQDAGPIVPKISGLERSQEKSQDCCKEPIFEPVVLKDPCP.... Result: 0 (no interaction). (2) The miRNA is hsa-miR-627-3p with sequence UCUUUUCUUUGAGACUCACU. Result: 1 (interaction). The protein sequence of the target gene is MDPRNTAMLGLGSDSEGFSRKSPSAISTGTLVSKREVELEKNTKEEEDLRKRNRERNIEAGKDDGLTDAQQQFSVKETNFSEGNLKLKIGLQAKRTKKPPKNLENYVCRPAIKTTIKHPRKALKSGKMTDEKNEHCPSKRDPSKLYKKADDVAAIECQSEEVIRLHSQGENNPLSKKLSPVHSEMADYINATPSTLLGSRDPDLKDRALLNGGTSVTEKLAQLIATCPPSKSSKTKPKKLGTGTTAGLVSKDLIRKAGVGSVAGIIHKDLIKKPTISTAVGLVTKDPGKKPVFNAAVGLV....